This data is from Forward reaction prediction with 1.9M reactions from USPTO patents (1976-2016). The task is: Predict the product of the given reaction. (1) Given the reactants [NH:1]1[C:9]2[C:4](=[CH:5][CH:6]=[CH:7][CH:8]=2)[C:3](/[CH:10]=[CH:11]/[C:12]2[CH:20]=[CH:19][CH:18]=[CH:17][C:13]=2[C:14](O)=[O:15])=[N:2]1.[S:21]1[CH:25]=[N:24][N:23]=[C:22]1[NH2:26].C(Cl)CCl.O, predict the reaction product. The product is: [NH:1]1[C:9]2[C:4](=[CH:5][CH:6]=[CH:7][CH:8]=2)[C:3](/[CH:10]=[CH:11]/[C:12]2[CH:20]=[CH:19][CH:18]=[CH:17][C:13]=2[C:14]([NH:26][C:22]2[S:21][CH:25]=[N:24][N:23]=2)=[O:15])=[N:2]1. (2) Given the reactants OC(C(F)(F)F)=O.Br[C:9]1[CH:10]=[C:11]([CH:33]=[C:34]([Cl:36])[CH:35]=1)[CH2:12][NH:13][C:14]([NH2:32])=[N:15][C:16]([C:18]1[C:19]([C:24]2[CH:29]=[CH:28][C:27]([O:30][CH3:31])=[CH:26][CH:25]=2)=[N:20][O:21][C:22]=1[CH3:23])=[O:17].[CH3:37][O:38][CH2:39]/[CH:40]=[CH:41]/B1OC(C)(C)C(C)(C)O1.P([O-])([O-])([O-])=O.[K+].[K+].[K+], predict the reaction product. The product is: [Cl:36][C:34]1[CH:33]=[C:11]([CH:10]=[C:9](/[CH:41]=[CH:40]/[CH2:39][O:38][CH3:37])[CH:35]=1)[CH2:12][NH:13][C:14]([NH2:32])=[N:15][C:16]([C:18]1[C:19]([C:24]2[CH:29]=[CH:28][C:27]([O:30][CH3:31])=[CH:26][CH:25]=2)=[N:20][O:21][C:22]=1[CH3:23])=[O:17].